This data is from Peptide-MHC class II binding affinity with 134,281 pairs from IEDB. The task is: Regression. Given a peptide amino acid sequence and an MHC pseudo amino acid sequence, predict their binding affinity value. This is MHC class II binding data. The peptide sequence is DVKFPGGGQIVGGLY. The MHC is HLA-DQA10501-DQB10301 with pseudo-sequence HLA-DQA10501-DQB10301. The binding affinity (normalized) is 0.741.